Dataset: Full USPTO retrosynthesis dataset with 1.9M reactions from patents (1976-2016). Task: Predict the reactants needed to synthesize the given product. (1) Given the product [C:16]1([CH2:15][CH2:14][CH2:13][CH2:12][CH2:11][CH2:10][C:9]([C:22]2[O:23][C:24]([C:27]3[CH:32]=[CH:31][C:30]([C:33](=[O:38])[C:34]([F:37])([F:35])[F:36])=[CH:29][CH:28]=3)=[CH:25][N:26]=2)=[O:8])[CH:21]=[CH:20][CH:19]=[CH:18][CH:17]=1, predict the reactants needed to synthesize it. The reactants are: [Si]([O:8][CH:9]([C:22]1[O:23][C:24]([C:27]2[CH:32]=[CH:31][C:30]([C:33](=[O:38])[C:34]([F:37])([F:36])[F:35])=[CH:29][CH:28]=2)=[CH:25][N:26]=1)[CH2:10][CH2:11][CH2:12][CH2:13][CH2:14][CH2:15][C:16]1[CH:21]=[CH:20][CH:19]=[CH:18][CH:17]=1)(C(C)(C)C)(C)C.[Si](OC(C1OC([Sn](CCCC)(CCCC)CCCC)=CN=1)CCCCCCC1C=CC=CC=1)(C(C)(C)C)(C)C.BrC1C=CC(C(=O)C(F)(F)F)=CC=1. (2) Given the product [NH2:15][C:10]1[CH:11]=[CH:12][CH:13]=[CH:14][C:9]=1[NH:8][C:6](=[O:7])[C:28]1[CH:29]=[CH:35][C:16]([N:17]2[CH2:22][CH2:21][O:20][CH2:19][CH2:18]2)=[N:26][CH:27]=1, predict the reactants needed to synthesize it. The reactants are: C(O[C:6]([NH:8][C:9]1[CH:14]=[CH:13][CH:12]=[CH:11][C:10]=1[NH2:15])=[O:7])(C)(C)C.[CH3:16][N:17]1[CH2:22][CH2:21][O:20][CH2:19][CH2:18]1.CON1N=[C:29](OC)[CH:28]=[C:27](Cl)[NH:26]1.Cl.[CH3:35]N(C)C=O. (3) Given the product [SH:16][C:14]1[S:15][C:3]2[CH:4]=[C:5]([C:6]#[N:7])[CH:8]=[CH:9][C:2]=2[N:1]=1, predict the reactants needed to synthesize it. The reactants are: [NH2:1][C:2]1[CH:9]=[CH:8][C:5]([C:6]#[N:7])=[CH:4][C:3]=1Cl.C(O[C:14]([SH:16])=[S:15])C.[K]. (4) Given the product [N:1]1([CH2:6][CH2:7][CH2:8][O:9][C:10]2[CH:15]=[CH:14][C:13]([C:16]3([CH2:22][N:23]4[CH2:5][CH2:4][CH2:3][CH2:2]4)[CH2:17][CH2:18][O:19][CH2:20][CH2:21]3)=[CH:12][CH:11]=2)[CH2:5][CH2:4][CH2:3][CH2:2]1, predict the reactants needed to synthesize it. The reactants are: [N:1]1([CH2:6][CH2:7][CH2:8][O:9][C:10]2[CH:15]=[CH:14][C:13]([C:16]3([CH2:22][NH2:23])[CH2:21][CH2:20][O:19][CH2:18][CH2:17]3)=[CH:12][CH:11]=2)[CH2:5][CH2:4][CH2:3][CH2:2]1.C(=O)([O-])[O-].[K+].[K+]. (5) Given the product [N:28]1([CH2:27][C:24]2[CH:23]=[CH:22][C:21]([NH:20][C:18]([C:17]3[C:11]4[N:10]=[C:9]([C:4]5[CH:5]=[CH:6][CH:7]=[CH:8][C:3]=5[C:2]([F:1])([F:44])[F:45])[NH:13][C:12]=4[CH:14]=[CH:15][CH:16]=3)=[O:19])=[N:26][CH:25]=2)[CH2:33][CH2:32][NH:31][CH2:30][CH2:29]1, predict the reactants needed to synthesize it. The reactants are: [F:1][C:2]([F:45])([F:44])[C:3]1[CH:8]=[CH:7][CH:6]=[CH:5][C:4]=1[C:9]1[NH:13][C:12]2[CH:14]=[CH:15][CH:16]=[C:17]([C:18]([NH:20][C:21]3[N:26]=[CH:25][C:24]([CH2:27][N:28]4[CH2:33][CH2:32][N:31](C(OCC5C=CC=CC=5)=O)[CH2:30][CH2:29]4)=[CH:23][CH:22]=3)=[O:19])[C:11]=2[N:10]=1. (6) Given the product [Br:18][C:15]1[CH:16]=[CH:17][C:12]([CH2:11][N:3]2[CH:4]=[CH:5][CH:6]=[C:7]([C:8]([NH:20][C@@H:21]([CH2:26][CH2:27][CH2:28][NH:29][C:30]([O:32][C:33]([CH3:36])([CH3:35])[CH3:34])=[O:31])[C:22]([O:24][CH3:25])=[O:23])=[O:10])[C:2]2=[O:1])=[CH:13][CH:14]=1, predict the reactants needed to synthesize it. The reactants are: [O:1]=[C:2]1[C:7]([C:8]([OH:10])=O)=[CH:6][CH:5]=[CH:4][N:3]1[CH2:11][C:12]1[CH:17]=[CH:16][C:15]([Br:18])=[CH:14][CH:13]=1.Cl.[NH2:20][C@@H:21]([CH2:26][CH2:27][CH2:28][NH:29][C:30]([O:32][C:33]([CH3:36])([CH3:35])[CH3:34])=[O:31])[C:22]([O:24][CH3:25])=[O:23].CN(C(ON1N=NC2C=CC=CC1=2)=[N+](C)C)C.F[P-](F)(F)(F)(F)F. (7) Given the product [CH3:1][O:2][C:3](=[O:13])[C@@H:4]([N:12]1[CH2:29][C:28]([O:31][C:32]2[CH:37]=[CH:36][CH:35]=[C:34]([F:38])[C:33]=2[F:39])=[CH:27][C:26]1=[O:25])[CH2:5][CH:6]1[CH2:11][CH2:10][CH2:9][CH2:8][CH2:7]1, predict the reactants needed to synthesize it. The reactants are: [CH3:1][O:2][C:3](=[O:13])[C@@H:4]([NH2:12])[CH2:5][CH:6]1[CH2:11][CH2:10][CH2:9][CH2:8][CH2:7]1.C(N(CC)C(C)C)(C)C.C([O:25][C:26](=O)/[CH:27]=[C:28](/[O:31][C:32]1[CH:37]=[CH:36][CH:35]=[C:34]([F:38])[C:33]=1[F:39])\[CH2:29]Br)C. (8) Given the product [NH4+:6].[OH-:3].[CH2:1]([O:3][CH2:4][C:5]1[N:6]([NH:18][CH2:19][CH2:20][CH2:21][NH:22][C:23](=[O:29])[O:24][C:25]([CH3:28])([CH3:27])[CH3:26])[C:7]2[C:16]3[CH:15]=[CH:14][CH:13]=[CH:12][C:11]=3[N:10]=[CH:9][C:8]=2[N:17]=1)[CH3:2], predict the reactants needed to synthesize it. The reactants are: [CH2:1]([O:3][CH2:4][C:5]1[N:6]([N:18]=[CH:19][CH2:20][CH2:21][NH:22][C:23](=[O:29])[O:24][C:25]([CH3:28])([CH3:27])[CH3:26])[C:7]2[C:16]3[CH:15]=[CH:14][CH:13]=[CH:12][C:11]=3[N:10]=[CH:9][C:8]=2[N:17]=1)[CH3:2].[BH4-].[Na+].C(Cl)(Cl)Cl. (9) Given the product [Br:1][CH2:14][C:13]([C:9]1[CH:8]=[C:7]2[C:12](=[CH:11][CH:10]=1)[N:3]=[CH:4][CH:5]=[CH:6]2)=[O:15], predict the reactants needed to synthesize it. The reactants are: [Br:1]Br.[N:3]1[C:12]2[C:7](=[CH:8][C:9]([C:13](=[O:15])[CH3:14])=[CH:10][CH:11]=2)[CH:6]=[CH:5][CH:4]=1. (10) Given the product [CH2:29]([O:28][C:26]([C:21]1([CH2:20][CH2:19][CH2:18][CH2:17][C:13]([N+:14]#[C-:15])([S:10]([C:7]2[CH:6]=[CH:5][C:4]([CH3:3])=[CH:9][CH:8]=2)(=[O:12])=[O:11])[CH2:17][CH2:18][CH2:19][CH2:20][C:21]2([C:26]([O:28][CH2:29][CH2:30][CH2:31][CH3:32])=[O:33])[CH2:25][CH2:24][CH2:23][CH2:22]2)[CH2:25][CH2:24][CH2:23][CH2:22]1)=[O:27])[CH2:30][CH2:31][CH3:32], predict the reactants needed to synthesize it. The reactants are: [H-].[Na+].[CH3:3][C:4]1[CH:9]=[CH:8][C:7]([S:10]([CH2:13][N+:14]#[C-:15])(=[O:12])=[O:11])=[CH:6][CH:5]=1.Br[CH2:17][CH2:18][CH2:19][CH2:20][C:21]1([C:26]([O:28][CH2:29][CH2:30][CH2:31][CH3:32])=[O:27])[CH2:25][CH2:24][CH2:23][CH2:22]1.[OH2:33].